This data is from Reaction yield outcomes from USPTO patents with 853,638 reactions. The task is: Predict the reaction yield, written as a fraction of the theoretical maximum amount of product (1.0 means a 100% yield; for example, 0.34 means a 34% yield). The reactants are [F:1][C:2]1[CH:3]=[C:4]([CH:14]([NH:16][C:17]([C:19]2[O:20][C:21]([C:24]3[CH:29]=[C:28]([CH:30]=[CH2:31])[CH:27]=[C:26]([C:32]([F:35])([F:34])[F:33])[CH:25]=3)=[CH:22][CH:23]=2)=[O:18])[CH3:15])[CH:5]=[C:6]([F:13])[C:7]=1[NH:8][S:9]([CH3:12])(=[O:11])=[O:10].[H][H]. The catalyst is CCO.CCOC(C)=O.[Pd]. The product is [F:1][C:2]1[CH:3]=[C:4]([CH:14]([NH:16][C:17]([C:19]2[O:20][C:21]([C:24]3[CH:25]=[C:26]([C:32]([F:35])([F:33])[F:34])[CH:27]=[C:28]([CH2:30][CH3:31])[CH:29]=3)=[CH:22][CH:23]=2)=[O:18])[CH3:15])[CH:5]=[C:6]([F:13])[C:7]=1[NH:8][S:9]([CH3:12])(=[O:10])=[O:11]. The yield is 0.240.